From a dataset of Reaction yield outcomes from USPTO patents with 853,638 reactions. Predict the reaction yield, written as a fraction of the theoretical maximum amount of product (1.0 means a 100% yield; for example, 0.34 means a 34% yield). (1) The reactants are [N+:1]([C:4]1[C:13]2[C:8](=[CH:9][CH:10]=[CH:11][CH:12]=2)[C:7]([N:14]2[CH2:19][CH2:18][N:17]3[CH2:20][CH2:21][CH2:22][CH:16]3[CH2:15]2)=[CH:6][CH:5]=1)([O-])=O.O.NN.N1C=CC=CC=1.[C:32]1([CH3:42])[CH:37]=[CH:36][C:35]([S:38]([Cl:41])(=[O:40])=[O:39])=[CH:34][CH:33]=1. The catalyst is C1COCC1.[Ni].CCO. The product is [ClH:41].[CH2:15]1[N:14]([C:7]2[C:8]3[C:13](=[CH:12][CH:11]=[CH:10][CH:9]=3)[C:4]([NH:1][S:38]([C:35]3[CH:36]=[CH:37][C:32]([CH3:42])=[CH:33][CH:34]=3)(=[O:40])=[O:39])=[CH:5][CH:6]=2)[CH2:19][CH2:18][N:17]2[CH2:20][CH2:21][CH2:22][CH:16]12. The yield is 0.950. (2) The reactants are [OH:1][C:2]1[C:3]([C:13]([O:15][CH3:16])=[O:14])=[CH:4][C:5]2[C:10]([CH:11]=1)=[CH:9][CH:8]=[C:7]([OH:12])[CH:6]=2.[CH2:17](Cl)[C:18]1[CH:23]=[CH:22][CH:21]=[CH:20][CH:19]=1.[I-].[K+].C(=O)([O-])[O-].[K+].[K+]. The catalyst is CC(C)=O. The product is [CH3:16][O:15][C:13]([C:3]1[C:2]([OH:1])=[CH:11][C:10]2[C:5](=[CH:6][C:7]([O:12][CH2:17][C:18]3[CH:23]=[CH:22][CH:21]=[CH:20][CH:19]=3)=[CH:8][CH:9]=2)[CH:4]=1)=[O:14]. The yield is 0.390. (3) The reactants are [H-].[Na+].[CH2:3]([O:5][C:6]1[CH:13]=[CH:12][C:9]([CH:10]=O)=[CH:8][CH:7]=1)[CH3:4].P(=O)([O-])[O-].[C@H:18](O)([C:24]([O-:26])=[O:25])[C@@H:18](O)[C:24]([O-:26])=[O:25].[Na+].[K+].[CH2:30]1COCC1. The catalyst is C1(C)C=CC=CC=1.O.C(Cl)Cl. The product is [CH2:3]([O:5][C:6]1[CH:13]=[CH:12][C:9](/[CH:10]=[CH:18]/[C:24]([O:26][CH3:30])=[O:25])=[CH:8][CH:7]=1)[CH3:4]. The yield is 0.950. (4) The reactants are [CH2:1]([O:8][C:9]1[CH:10]=[CH:11][C:12]2[N:13]([N:16]=[CH:17][C:18]=2[C:19]([O:21][CH3:22])=[O:20])[C:14]=1Br)[C:2]1[CH:7]=[CH:6][CH:5]=[CH:4][CH:3]=1.[CH3:23][N:24]([CH2:26][B-](F)(F)F)[CH3:25].[K+].C(=O)([O-])[O-].[Cs+].[Cs+]. The catalyst is CC(OC1C=CC=C(OC(C)C)C=1C1C(P(C2CCCCC2)C2CCCCC2)=CC=CC=1)C.[Pd]. The product is [CH2:1]([O:8][C:9]1[CH:10]=[CH:11][C:12]2[N:13]([N:16]=[CH:17][C:18]=2[C:19]([O:21][CH3:22])=[O:20])[C:14]=1[CH2:23][N:24]([CH3:26])[CH3:25])[C:2]1[CH:7]=[CH:6][CH:5]=[CH:4][CH:3]=1. The yield is 0.180. (5) The reactants are [CH2:1]=O.[NH:3]1[CH2:8][CH2:7][CH2:6][CH2:5][CH2:4]1.[CH3:9][O:10][C:11]([C:13]1[CH:14]=[C:15]2[C:19](=[CH:20][CH:21]=1)[NH:18][CH:17]=[CH:16]2)=[O:12]. The catalyst is O1CCOCC1.C(O)(=O)C. The product is [CH3:9][O:10][C:11]([C:13]1[CH:14]=[C:15]2[C:19](=[CH:20][CH:21]=1)[NH:18][CH:17]=[C:16]2[CH2:1][N:3]1[CH2:8][CH2:7][CH2:6][CH2:5][CH2:4]1)=[O:12]. The yield is 0.410. (6) The reactants are [CH3:1][C:2]1[C:7]([O:8][C:9]2[CH:14]=[CH:13][N:12]=[C:11]([NH:15][C:16]([N:18]3[CH2:22][CH2:21][CH2:20][CH2:19]3)=[O:17])[CH:10]=2)=[CH:6][CH:5]=[C:4]([N+:23]([O-])=O)[N:3]=1.[NH4+].[Cl-]. The catalyst is CO.C1COCC1.CCOC(C)=O.[Zn]. The product is [NH2:23][C:4]1[N:3]=[C:2]([CH3:1])[C:7]([O:8][C:9]2[CH:14]=[CH:13][N:12]=[C:11]([NH:15][C:16]([N:18]3[CH2:22][CH2:21][CH2:20][CH2:19]3)=[O:17])[CH:10]=2)=[CH:6][CH:5]=1. The yield is 1.00. (7) The reactants are [Br:1][C:2]1[CH:10]=[CH:9][C:5]([C:6](O)=[O:7])=[C:4]([F:11])[CH:3]=1.S(Cl)([Cl:14])=O. The catalyst is C1(C)C=CC=CC=1. The product is [Br:1][C:2]1[CH:10]=[CH:9][C:5]([C:6]([Cl:14])=[O:7])=[C:4]([F:11])[CH:3]=1. The yield is 0.930. (8) The reactants are [CH2:1]([N:3]1[CH2:8][C:7]([CH3:10])([CH3:9])[O:6][C:5](=[O:11])[CH:4]1[CH2:12][C:13]([OH:15])=O)[CH3:2].C(N(C(C)C)CC)(C)C.CN(C(ON1N=NC2C=CC=NC1=2)=[N+](C)C)C.F[P-](F)(F)(F)(F)F.[NH:49]1[CH2:54][CH2:53][O:52][CH2:51][CH2:50]1. The catalyst is CN(C=O)C. The product is [CH2:1]([N:3]1[CH2:8][C:7]([CH3:9])([CH3:10])[O:6][C:5](=[O:11])[CH:4]1[CH2:12][C:13]([N:49]1[CH2:54][CH2:53][O:52][CH2:51][CH2:50]1)=[O:15])[CH3:2]. The yield is 0.480. (9) The reactants are [CH3:1][NH:2][C@@H:3]1[CH2:7][CH2:6][N:5]([C:8]2[C:9]3[CH:16]=[CH:15][N:14]([CH2:17][O:18][CH2:19][CH2:20][Si:21]([CH3:24])([CH3:23])[CH3:22])[C:10]=3[N:11]=[CH:12][N:13]=2)[CH2:4]1.Cl[C:26]1[CH:31]=[C:30]([CH3:32])[C:29]([N+:33]([O-:35])=[O:34])=[CH:28][N:27]=1.CCN(C(C)C)C(C)C.O. The catalyst is CN1C(=O)CCC1. The product is [CH3:1][N:2]([C@@H:3]1[CH2:7][CH2:6][N:5]([C:8]2[C:9]3[CH:16]=[CH:15][N:14]([CH2:17][O:18][CH2:19][CH2:20][Si:21]([CH3:23])([CH3:22])[CH3:24])[C:10]=3[N:11]=[CH:12][N:13]=2)[CH2:4]1)[C:26]1[CH:31]=[C:30]([CH3:32])[C:29]([N+:33]([O-:35])=[O:34])=[CH:28][N:27]=1. The yield is 0.863. (10) The reactants are C(N)[CH2:2][C:3]1[CH:8]=CC=CC=1.C([N:12](CC)CC)C.Cl.[F:18][C:19]([F:53])([F:52])[C:20]1[CH:25]=[C:24]([C:26]2[CH:31]=[CH:30][C:29]([C:32]([F:35])([F:34])[F:33])=[CH:28][CH:27]=2)[N:23]=[C:22]([C:36]2[CH:41]=[CH:40][N:39]=[C:38]([C:42]3[CH:43]=[C:44]([S:48](Cl)(=[O:50])=[O:49])[CH:45]=[CH:46][CH:47]=3)[CH:37]=2)[N:21]=1. The catalyst is C1COCC1. The product is [CH:3]1([NH:12][S:48]([C:44]2[CH:45]=[CH:46][CH:47]=[C:42]([C:38]3[CH:37]=[C:36]([C:22]4[N:21]=[C:20]([C:19]([F:53])([F:52])[F:18])[CH:25]=[C:24]([C:26]5[CH:31]=[CH:30][C:29]([C:32]([F:35])([F:34])[F:33])=[CH:28][CH:27]=5)[N:23]=4)[CH:41]=[CH:40][N:39]=3)[CH:43]=2)(=[O:50])=[O:49])[CH2:2][CH2:8]1. The yield is 0.960.